This data is from Human liver microsome stability data. The task is: Regression/Classification. Given a drug SMILES string, predict its absorption, distribution, metabolism, or excretion properties. Task type varies by dataset: regression for continuous measurements (e.g., permeability, clearance, half-life) or binary classification for categorical outcomes (e.g., BBB penetration, CYP inhibition). Dataset: hlm. (1) The molecule is CN[C@@H]1CCN(c2nc(N)nc3c2oc2ncc(Cl)cc23)C1. The result is 0 (unstable in human liver microsomes). (2) The result is 0 (unstable in human liver microsomes). The compound is COC(=O)Nc1ccc2oc3cc(S(=O)(=O)N[C@H](C(=O)O)C(C)C)ccc3c2c1. (3) The result is 1 (stable in human liver microsomes). The drug is Cc1[nH]c2ncnc(-c3ccc(NC(=O)N(CCN(C)C)c4ccc(Cl)cc4)c(F)c3)c2c1C. (4) The compound is O=C(NCCc1nc(-c2ccccc2)cs1)N1CCCC1. The result is 1 (stable in human liver microsomes).